From a dataset of Full USPTO retrosynthesis dataset with 1.9M reactions from patents (1976-2016). Predict the reactants needed to synthesize the given product. (1) Given the product [C:1]1([C:43]2[CH:48]=[CH:47][CH:46]=[CH:45][CH:44]=2)[CH:6]=[CH:5][CH:4]=[C:3]([N:7]2[C:12]3[N:13]=[CH:14][C:15]([F:17])=[CH:16][C:11]=3[C:10](=[O:18])[N:9]([C@@H:19]3[CH2:24][CH2:23][C@H:22]([NH:25][C:26](=[O:41])[CH2:27][N:28]4[CH2:33][CH2:32][NH:31][CH2:30][CH2:29]4)[CH2:21][CH2:20]3)[C:8]2=[O:42])[CH:2]=1, predict the reactants needed to synthesize it. The reactants are: [C:1]1([C:43]2[CH:48]=[CH:47][CH:46]=[CH:45][CH:44]=2)[CH:6]=[CH:5][CH:4]=[C:3]([N:7]2[C:12]3[N:13]=[CH:14][C:15]([F:17])=[CH:16][C:11]=3[C:10](=[O:18])[N:9]([C@@H:19]3[CH2:24][CH2:23][C@H:22]([NH:25][C:26](=[O:41])[CH2:27][N:28]4[CH2:33][CH2:32][N:31](C(OC(C)(C)C)=O)[CH2:30][CH2:29]4)[CH2:21][CH2:20]3)[C:8]2=[O:42])[CH:2]=1.Cl. (2) Given the product [Br:1][C:2]1[C:3]([C:19]2[CH:24]=[CH:23][CH:22]=[C:21]([N+:25]([O-:27])=[O:26])[CH:20]=2)=[C:4]([CH3:18])[C:5]([C:16]#[N:17])=[C:6]2[C:7]=1[O:8][C:10]([C:11]([CH3:12])([CH3:14])[CH3:13])=[N:9]2, predict the reactants needed to synthesize it. The reactants are: [Br:1][C:2]1[C:7]([OH:8])=[C:6]([NH:9][C:10](=O)[C:11]([CH3:14])([CH3:13])[CH3:12])[C:5]([C:16]#[N:17])=[C:4]([CH3:18])[C:3]=1[C:19]1[CH:24]=[CH:23][CH:22]=[C:21]([N+:25]([O-:27])=[O:26])[CH:20]=1.O.C1(C)C=CC(S(O)(=O)=O)=CC=1.C1(C)C=CC=CC=1. (3) The reactants are: Br[CH2:2][CH2:3][CH2:4][CH2:5][CH2:6][CH2:7][C:8]1[C:14]2[CH:15]=[CH:16][C:17]([OH:19])=[CH:18][C:13]=2[CH2:12][CH2:11][CH2:10][C:9]=1[C:20]1[CH:25]=[CH:24][CH:23]=[C:22]([OH:26])[CH:21]=1.[F:27][C:28]([F:43])([F:42])[CH2:29][CH2:30][S:31]([CH2:34][CH2:35][CH2:36][NH:37][CH2:38][CH2:39][CH2:40][OH:41])(=[O:33])=[O:32]. Given the product [OH:26][C:22]1[CH:21]=[C:20]([C:9]2[CH2:10][CH2:11][CH2:12][C:13]3[CH:18]=[C:17]([OH:19])[CH:16]=[CH:15][C:14]=3[C:8]=2[CH2:7][CH2:6][CH2:5][CH2:4][CH2:3][CH2:2][N:37]([CH2:38][CH2:39][CH2:40][OH:41])[CH2:36][CH2:35][CH2:34][S:31]([CH2:30][CH2:29][C:28]([F:43])([F:27])[F:42])(=[O:32])=[O:33])[CH:25]=[CH:24][CH:23]=1, predict the reactants needed to synthesize it. (4) Given the product [I-:1].[I:1][CH2:4][CH2:5][O:6][CH2:7][CH2:8][O:9][CH:10]1[CH2:15][CH2:14][CH2:13][CH2:12][O:11]1, predict the reactants needed to synthesize it. The reactants are: [I-:1].[Na+].Cl[CH2:4][CH2:5][O:6][CH2:7][CH2:8][O:9][CH:10]1[CH2:15][CH2:14][CH2:13][CH2:12][O:11]1. (5) The reactants are: [Cl:1][C:2]1[CH:3]=[C:4]([C:12]2[O:16][N:15]=[C:14]([C:17]3[CH:18]=[CH:19][CH:20]=[C:21]4[C:25]=3[N:24]([CH3:26])[CH:23]=[C:22]4[C:27]([NH:29][CH2:30][CH2:31][C:32]([O:34]CC)=[O:33])=[O:28])[N:13]=2)[CH:5]=[CH:6][C:7]=1[O:8][CH:9]([CH3:11])[CH3:10].[OH-].[Na+].Cl. Given the product [Cl:1][C:2]1[CH:3]=[C:4]([C:12]2[O:16][N:15]=[C:14]([C:17]3[CH:18]=[CH:19][CH:20]=[C:21]4[C:25]=3[N:24]([CH3:26])[CH:23]=[C:22]4[C:27]([NH:29][CH2:30][CH2:31][C:32]([OH:34])=[O:33])=[O:28])[N:13]=2)[CH:5]=[CH:6][C:7]=1[O:8][CH:9]([CH3:10])[CH3:11], predict the reactants needed to synthesize it. (6) Given the product [OH:12][CH2:2][C:3]([C:5]1[CH:10]=[CH:9][CH:8]=[CH:7][CH:6]=1)=[O:4], predict the reactants needed to synthesize it. The reactants are: Br[CH2:2][C:3]([C:5]1[CH:10]=[CH:9][CH:8]=[CH:7][CH:6]=1)=[O:4].C([O-])=[O:12].[Na+]. (7) Given the product [CH2:1]([NH:8][C:9]([C:11]1[N:15]=[C:14]([C@H:16]([CH2:25][CH2:26][CH2:27][CH:28]2[CH2:29][CH2:30][CH2:31][CH2:32][CH2:33]2)[CH2:17][C:18]([OH:20])=[O:19])[O:13][N:12]=1)=[O:10])[C:2]1[CH:3]=[CH:4][CH:5]=[CH:6][CH:7]=1, predict the reactants needed to synthesize it. The reactants are: [CH2:1]([NH:8][C:9]([C:11]1[N:15]=[C:14]([C@H:16]([CH2:25][CH2:26][CH2:27][CH:28]2[CH2:33][CH2:32][CH2:31][CH2:30][CH2:29]2)[CH2:17][C:18]([O:20]C(C)(C)C)=[O:19])[O:13][N:12]=1)=[O:10])[C:2]1[CH:7]=[CH:6][CH:5]=[CH:4][CH:3]=1.FC(F)(F)C(O)=O. (8) Given the product [CH2:23]([C:25]1[C:26]([CH2:38][CH2:39][NH2:41])=[C:27]2[N:32]([C:33]=1[CH2:34][CH2:35][CH3:36])[CH:31]=[CH:30][CH:29]=[CH:28]2)[CH3:24], predict the reactants needed to synthesize it. The reactants are: C(C1C(CC(N)=O)=C2N(C=1)C=CC=C2)C.C(Cl)(=O)CC.N#N.[CH2:23]([C:25]1[C:26]([CH2:38][C:39]([NH2:41])=O)=[C:27]2[N:32]([C:33]=1[C:34](=O)[CH2:35][CH3:36])[CH:31]=[CH:30][CH:29]=[CH:28]2)[CH3:24].[H-].[Al+3].[Li+].[H-].[H-].[H-].